This data is from Peptide-MHC class II binding affinity with 134,281 pairs from IEDB. The task is: Regression. Given a peptide amino acid sequence and an MHC pseudo amino acid sequence, predict their binding affinity value. This is MHC class II binding data. (1) The peptide sequence is FIEDTNKLACIKEDL. The MHC is DRB1_0101 with pseudo-sequence DRB1_0101. The binding affinity (normalized) is 0.284. (2) The peptide sequence is AFKVAATAANAGPAN. The MHC is DRB1_1001 with pseudo-sequence DRB1_1001. The binding affinity (normalized) is 0.852. (3) The peptide sequence is ECVFYEQMKRFTSKE. The binding affinity (normalized) is 0.151. The MHC is DRB1_0101 with pseudo-sequence DRB1_0101. (4) The peptide sequence is FVQALTTAAASYASV. The MHC is HLA-DQA10301-DQB10302 with pseudo-sequence HLA-DQA10301-DQB10302. The binding affinity (normalized) is 0.179.